Dataset: Forward reaction prediction with 1.9M reactions from USPTO patents (1976-2016). Task: Predict the product of the given reaction. (1) Given the reactants [CH2:1]([N:3]([CH2:13][CH3:14])[C:4]1[CH:11]=[CH:10][C:7]([CH:8]=[O:9])=[C:6]([OH:12])[CH:5]=1)[CH3:2].C(=O)([O-])[O-].[K+].[K+].[CH2:21](Br)[C:22]1[CH:27]=[CH:26][CH:25]=[CH:24][CH:23]=1, predict the reaction product. The product is: [CH2:21]([O:12][C:6]1[CH:5]=[C:4]([N:3]([CH2:1][CH3:2])[CH2:13][CH3:14])[CH:11]=[CH:10][C:7]=1[CH:8]=[O:9])[C:22]1[CH:27]=[CH:26][CH:25]=[CH:24][CH:23]=1. (2) Given the reactants C([O:8][C:9](=[O:45])[C:10]([C:13]1[CH:14]=[C:15]2[C:41](=[CH:42][CH:43]=1)[O:40][C:18]1([CH2:23][CH2:22][N:21]([C:24]([C:26]3[CH:35]=[C:34]([O:36][CH3:37])[C:33]4[C:28](=[C:29]([O:38][CH3:39])[CH:30]=[CH:31][CH:32]=4)[N:27]=3)=[O:25])[CH2:20][CH2:19]1)[CH2:17][C:16]2=[O:44])([CH3:12])[CH3:11])C1C=CC=CC=1, predict the reaction product. The product is: [CH3:37][O:36][C:34]1[C:33]2[C:28](=[C:29]([O:38][CH3:39])[CH:30]=[CH:31][CH:32]=2)[N:27]=[C:26]([C:24]([N:21]2[CH2:22][CH2:23][C:18]3([CH2:17][C:16](=[O:44])[C:15]4[C:41](=[CH:42][CH:43]=[C:13]([C:10]([CH3:12])([CH3:11])[C:9]([OH:45])=[O:8])[CH:14]=4)[O:40]3)[CH2:19][CH2:20]2)=[O:25])[CH:35]=1.